Task: Predict the product of the given reaction.. Dataset: Forward reaction prediction with 1.9M reactions from USPTO patents (1976-2016) (1) The product is: [OH:8][CH2:7][CH:4]1[CH2:5][CH2:6][N:1]([C:14]([O:13][C:9]([CH3:12])([CH3:11])[CH3:10])=[O:15])[CH2:2][CH2:3]1. Given the reactants [NH:1]1[CH2:6][CH2:5][CH:4]([CH2:7][OH:8])[CH2:3][CH2:2]1.[C:9]([O:13][C:14](O[C:14]([O:13][C:9]([CH3:12])([CH3:11])[CH3:10])=[O:15])=[O:15])([CH3:12])([CH3:11])[CH3:10], predict the reaction product. (2) Given the reactants [Cl:1][C:2]1[CH:10]=[CH:9][C:8]([C:11]2[N:12]([C:22]([O:24][C:25]([CH3:28])([CH3:27])[CH3:26])=[O:23])[C:13]3[C:18]([CH:19]=2)=[CH:17][C:16]([CH:20]=O)=[CH:15][CH:14]=3)=[C:7]2[C:3]=1[CH2:4][NH:5][C:6]2=[O:29].[C:30]([CH2:32][CH2:33][N:34]1[CH2:39][CH2:38][NH:37][CH2:36][CH2:35]1)#[N:31].C(O)(=O)C.C(O[BH-](OC(=O)C)OC(=O)C)(=O)C.[Na+].C(=O)([O-])[O-].[Na+].[Na+], predict the reaction product. The product is: [Cl:1][C:2]1[CH:10]=[CH:9][C:8]([C:11]2[N:12]([C:22]([O:24][C:25]([CH3:27])([CH3:26])[CH3:28])=[O:23])[C:13]3[C:18]([CH:19]=2)=[CH:17][C:16]([CH2:20][N:37]2[CH2:38][CH2:39][N:34]([CH2:33][CH2:32][C:30]#[N:31])[CH2:35][CH2:36]2)=[CH:15][CH:14]=3)=[C:7]2[C:3]=1[CH2:4][NH:5][C:6]2=[O:29]. (3) Given the reactants [CH3:1][C:2]1[C:3]([C:24]2[CH:29]=[CH:28][CH:27]=[CH:26][CH:25]=2)=[C:4]([O:14][C:15]2[CH:23]=[CH:22][C:18]([C:19](O)=[O:20])=[CH:17][CH:16]=2)[C:5]2[C:10]([CH:11]=1)=[CH:9][C:8]([O:12][CH3:13])=[CH:7][CH:6]=2.C(Cl)(=O)C([Cl:33])=O, predict the reaction product. The product is: [CH3:1][C:2]1[C:3]([C:24]2[CH:29]=[CH:28][CH:27]=[CH:26][CH:25]=2)=[C:4]([O:14][C:15]2[CH:23]=[CH:22][C:18]([C:19]([Cl:33])=[O:20])=[CH:17][CH:16]=2)[C:5]2[C:10]([CH:11]=1)=[CH:9][C:8]([O:12][CH3:13])=[CH:7][CH:6]=2. (4) Given the reactants [NH:1]([C:17]([O:19][CH2:20][C:21]1[CH:26]=[CH:25][CH:24]=[CH:23][CH:22]=1)=[O:18])[C@H:2]([C:6]([N:8]1[CH2:16][CH2:15][CH2:14][C@H:9]1[C:10]([O:12]C)=[O:11])=[O:7])[CH:3]([CH3:5])[CH3:4], predict the reaction product. The product is: [NH:1]([C:17]([O:19][CH2:20][C:21]1[CH:22]=[CH:23][CH:24]=[CH:25][CH:26]=1)=[O:18])[C@H:2]([C:6]([N:8]1[CH2:16][CH2:15][CH2:14][C@H:9]1[C:10]([OH:12])=[O:11])=[O:7])[CH:3]([CH3:5])[CH3:4]. (5) Given the reactants [S:1]1[C:5]2[CH:6]=[CH:7][CH:8]=[CH:9][C:4]=2[N:3]=[C:2]1[NH:10][C@H:11]1[CH2:14][C@H:13]([NH:15][C:16]2[C:21](Br)=[CH:20][CH:19]=[CH:18][N:17]=2)[CH2:12]1.C[C:24](C)([O-:26])C.[Na+].[CH:29]1([NH2:32])[CH2:31][CH2:30]1.ClC(Cl)(OC(=O)OC(Cl)(Cl)Cl)Cl, predict the reaction product. The product is: [S:1]1[C:5]2[CH:6]=[CH:7][CH:8]=[CH:9][C:4]=2[N:3]=[C:2]1[NH:10][C@H:11]1[CH2:14][C@H:13]([N:15]2[C:16]3=[N:17][CH:18]=[CH:19][CH:20]=[C:21]3[N:32]([CH:29]3[CH2:31][CH2:30]3)[C:24]2=[O:26])[CH2:12]1. (6) The product is: [OH:18][C:13]1[CH:14]=[CH:15][CH:16]=[CH:17][C:12]=1[C:7]1[N:6]=[C:5]([NH:19][C@H:20]2[CH2:24][CH2:23][N:22]([C:25]([O:27][C:28]([CH3:30])([CH3:31])[CH3:29])=[O:26])[CH2:21]2)[C:4]2[C:9](=[CH:10][CH:11]=[C:2]([C:34]#[C:33][CH2:32][OH:35])[CH:3]=2)[N:8]=1. Given the reactants Br[C:2]1[CH:3]=[C:4]2[C:9](=[CH:10][CH:11]=1)[N:8]=[C:7]([C:12]1[CH:17]=[CH:16][CH:15]=[CH:14][C:13]=1[OH:18])[N:6]=[C:5]2[NH:19][C@H:20]1[CH2:24][CH2:23][N:22]([C:25]([O:27][C:28]([CH3:31])([CH3:30])[CH3:29])=[O:26])[CH2:21]1.[CH2:32]([OH:35])[C:33]#[CH:34].C(N(CC)CC)C, predict the reaction product. (7) Given the reactants [F:1][C:2]1[CH:7]=[CH:6][C:5]([C:8]2[N:9]=[C:10]3[CH:15]=[CH:14][C:13]([N:16]4[CH2:33][CH2:32][C:19]5([CH2:24][N:23]([C:25]([O:27][C:28]([CH3:31])([CH3:30])[CH3:29])=[O:26])[CH2:22][CH2:21][CH2:20]5)[CH2:18][CH2:17]4)=[N:12][N:11]3[C:34]=2[C:35]2[CH:40]=[CH:39][N:38]=[C:37]3[N:41](S(C4C=CC(C)=CC=4)(=O)=O)[CH:42]=[CH:43][C:36]=23)=[CH:4][CH:3]=1.[OH-].[Na+], predict the reaction product. The product is: [F:1][C:2]1[CH:3]=[CH:4][C:5]([C:8]2[N:9]=[C:10]3[CH:15]=[CH:14][C:13]([N:16]4[CH2:17][CH2:18][C:19]5([CH2:24][N:23]([C:25]([O:27][C:28]([CH3:29])([CH3:30])[CH3:31])=[O:26])[CH2:22][CH2:21][CH2:20]5)[CH2:32][CH2:33]4)=[N:12][N:11]3[C:34]=2[C:35]2[CH:40]=[CH:39][N:38]=[C:37]3[NH:41][CH:42]=[CH:43][C:36]=23)=[CH:6][CH:7]=1.